This data is from Full USPTO retrosynthesis dataset with 1.9M reactions from patents (1976-2016). The task is: Predict the reactants needed to synthesize the given product. (1) The reactants are: [H-].[Na+].[I-].[Na+].Cl[CH2:6][C:7]1([CH2:28][NH:29][C:30]([N:32]2[CH2:37][CH2:36][C:35]3[NH:38][N:39]=[N:40][C:34]=3[CH2:33]2)=[O:31])[CH2:12][CH2:11][N:10]([C:13]([O:15][CH2:16][C:17]2[CH:22]=[CH:21][C:20]([O:23][C:24]([F:27])([F:26])[F:25])=[CH:19][CH:18]=2)=[O:14])[CH2:9][CH2:8]1. Given the product [NH:38]1[C:35]2[CH2:36][CH2:37][N:32]([C:30]([N:29]3[CH2:28][C:7]4([CH2:12][CH2:11][N:10]([C:13]([O:15][CH2:16][C:17]5[CH:22]=[CH:21][C:20]([O:23][C:24]([F:27])([F:26])[F:25])=[CH:19][CH:18]=5)=[O:14])[CH2:9][CH2:8]4)[CH2:6]3)=[O:31])[CH2:33][C:34]=2[N:40]=[N:39]1, predict the reactants needed to synthesize it. (2) Given the product [CH3:1][O:2][C:3]1[CH:8]=[C:7]([O:9][CH3:10])[CH:6]=[CH:5][C:4]=1[C:11]1[N:12]=[C:13]([NH:16][C:28](=[O:29])[C:27]([O:26][CH2:19][C:20]2[CH:25]=[CH:24][CH:23]=[CH:22][CH:21]=2)([C:44]([F:45])([F:46])[F:47])[CH2:31][C:32]([C:35]2[CH:40]=[C:39]([F:41])[CH:38]=[CH:37][C:36]=2[O:42][CH3:43])([CH3:34])[CH3:33])[S:14][CH:15]=1, predict the reactants needed to synthesize it. The reactants are: [CH3:1][O:2][C:3]1[CH:8]=[C:7]([O:9][CH3:10])[CH:6]=[CH:5][C:4]=1[C:11]1[N:12]=[C:13]([NH2:16])[S:14][CH:15]=1.[H-].[Na+].[CH2:19]([O:26][C:27]([C:44]([F:47])([F:46])[F:45])([CH2:31][C:32]([C:35]1[CH:40]=[C:39]([F:41])[CH:38]=[CH:37][C:36]=1[O:42][CH3:43])([CH3:34])[CH3:33])[C:28](Cl)=[O:29])[C:20]1[CH:25]=[CH:24][CH:23]=[CH:22][CH:21]=1. (3) Given the product [Br:1][C:2]1[C:10]([CH:11]([CH3:13])[CH3:12])=[CH:9][CH:8]=[C:7]2[C:3]=1[CH:4]=[N:5][N:6]2[CH3:17], predict the reactants needed to synthesize it. The reactants are: [Br:1][C:2]1[C:10]([CH:11]([CH3:13])[CH3:12])=[CH:9][CH:8]=[C:7]2[C:3]=1[CH:4]=[N:5][NH:6]2.[H-].[Na+].I[CH3:17]. (4) Given the product [Cl:1][C:2]1[CH:3]=[C:4]([C:9]2([C:24]([F:25])([F:27])[F:26])[O:13][N:12]=[C:11]([C:14]3[CH:22]=[CH:21][C:17]([C:18]([NH:20][CH:29]4[CH2:30][CH2:31][CH2:32][O:28]4)=[O:19])=[C:16]([CH3:23])[CH:15]=3)[CH2:10]2)[CH:5]=[C:6]([Cl:8])[CH:7]=1, predict the reactants needed to synthesize it. The reactants are: [Cl:1][C:2]1[CH:3]=[C:4]([C:9]2([C:24]([F:27])([F:26])[F:25])[O:13][N:12]=[C:11]([C:14]3[CH:22]=[CH:21][C:17]([C:18]([NH2:20])=[O:19])=[C:16]([CH3:23])[CH:15]=3)[CH2:10]2)[CH:5]=[C:6]([Cl:8])[CH:7]=1.[O:28]1[CH:32]=[CH:31][CH2:30][CH2:29]1.C(=O)([O-])O.[Na+].